This data is from Full USPTO retrosynthesis dataset with 1.9M reactions from patents (1976-2016). The task is: Predict the reactants needed to synthesize the given product. (1) Given the product [Br:36][C:4]1[CH:5]=[C:6]2[C:11](=[CH:12][C:3]=1[CH:2]([F:1])[F:35])[N:10]([C:13]1[C:17]3[CH2:18][N:19]([C:22]([O:24][C:25]([CH3:28])([CH3:27])[CH3:26])=[O:23])[CH2:20][CH2:21][C:16]=3[N:15]([CH:29]3[CH2:30][CH2:31][O:32][CH2:33][CH2:34]3)[N:14]=1)[CH2:9][CH2:8][CH2:7]2, predict the reactants needed to synthesize it. The reactants are: [F:1][CH:2]([F:35])[C:3]1[CH:12]=[C:11]2[C:6]([CH2:7][CH2:8][CH2:9][N:10]2[C:13]2[C:17]3[CH2:18][N:19]([C:22]([O:24][C:25]([CH3:28])([CH3:27])[CH3:26])=[O:23])[CH2:20][CH2:21][C:16]=3[N:15]([CH:29]3[CH2:34][CH2:33][O:32][CH2:31][CH2:30]3)[N:14]=2)=[CH:5][CH:4]=1.[Br:36]N1C(=O)CCC1=O. (2) Given the product [C@H:1]([N:5]([CH3:25])[C:6]1[C:7]([C:18]2[CH:19]=[CH:20][C:21]([F:24])=[CH:22][CH:23]=2)=[N:8][C:9]2[C:14](=[CH:13][C:12]([C:16]3[NH:28][N:27]=[N:26][N:17]=3)=[CH:11][CH:10]=2)[N:15]=1)([CH2:3][CH3:4])[CH3:2], predict the reactants needed to synthesize it. The reactants are: [C@H:1]([N:5]([CH3:25])[C:6]1[C:7]([C:18]2[CH:23]=[CH:22][C:21]([F:24])=[CH:20][CH:19]=2)=[N:8][C:9]2[C:14]([N:15]=1)=[CH:13][C:12]([C:16]#[N:17])=[CH:11][CH:10]=2)([CH2:3][CH3:4])[CH3:2].[N-:26]=[N+:27]=[N-:28].[Na+].Cl. (3) Given the product [CH2:34]([C:16]1([CH2:13][CH:14]=[CH2:15])[C:32](=[O:33])[N:19]2[CH2:20][CH2:21][N:22]([C:5]([N:52]([C@@H:50]([C:42]3[CH:43]=[C:44]([C:46]([F:47])([F:48])[F:49])[CH:45]=[C:40]([CH:37]([CH3:39])[CH3:38])[CH:41]=3)[CH3:51])[CH3:53])=[O:11])[C@@H:23]([C:24]3[CH:29]=[CH:28][C:27]([CH3:30])=[CH:26][C:25]=3[CH3:31])[C@@H:18]2[CH2:17]1)[CH:35]=[CH2:36], predict the reactants needed to synthesize it. The reactants are: ClC(Cl)(O[C:5](=[O:11])OC(Cl)(Cl)Cl)Cl.[CH2:13]([C:16]1([CH2:34][CH:35]=[CH2:36])[C:32](=[O:33])[N:19]2[CH2:20][CH2:21][NH:22][C@@H:23]([C:24]3[CH:29]=[CH:28][C:27]([CH3:30])=[CH:26][C:25]=3[CH3:31])[C@@H:18]2[CH2:17]1)[CH:14]=[CH2:15].[CH:37]([C:40]1[CH:41]=[C:42]([C@H:50]([NH:52][CH3:53])[CH3:51])[CH:43]=[C:44]([C:46]([F:49])([F:48])[F:47])[CH:45]=1)([CH3:39])[CH3:38]. (4) Given the product [CH:4]1([C:7]2[C:8](=[O:32])[NH:9][C:10](/[C:13](/[C:21]3[CH:26]=[CH:25][C:24]([S:27]([CH3:30])(=[O:29])=[O:28])=[C:23]([O:2][CH3:1])[CH:22]=3)=[CH:14]/[C@H:15]3[CH2:19][CH2:18][C:17](=[O:20])[NH:16]3)=[CH:11][CH:12]=2)[CH2:6][CH2:5]1, predict the reactants needed to synthesize it. The reactants are: [CH3:1][O-:2].[Na+].[CH:4]1([C:7]2[C:8](=[O:32])[NH:9][C:10](/[C:13](/[C:21]3[CH:26]=[CH:25][C:24]([S:27]([CH3:30])(=[O:29])=[O:28])=[C:23](F)[CH:22]=3)=[CH:14]/[C@H:15]3[CH2:19][CH2:18][C:17](=[O:20])[NH:16]3)=[CH:11][CH:12]=2)[CH2:6][CH2:5]1.O. (5) The reactants are: [N+:1]([C:4]1[CH:5]=[CH:6][CH:7]=[C:8]2[C:12]=1[NH:11][C:10]([C:13]([O:15]CC)=[O:14])=[CH:9]2)([O-:3])=[O:2].O.[OH-].[Li+].Cl. Given the product [N+:1]([C:4]1[CH:5]=[CH:6][CH:7]=[C:8]2[C:12]=1[NH:11][C:10]([C:13]([OH:15])=[O:14])=[CH:9]2)([O-:3])=[O:2], predict the reactants needed to synthesize it.